This data is from Experimentally validated miRNA-target interactions with 360,000+ pairs, plus equal number of negative samples. The task is: Binary Classification. Given a miRNA mature sequence and a target amino acid sequence, predict their likelihood of interaction. (1) The miRNA is hsa-miR-6796-5p with sequence UUGUGGGGUUGGAGAGCUGGCUG. The protein sequence of the target gene is MQRWKAAALASVLCSSVLSIWMCREGLLLSHRLGPALVPLHRLPRTLDARIARLAQYRALLQGAPDAMELRELTPWAGRPPGPRRRAGPRRRRARARLGARPCGLRELEVRVSELGLGYASDETVLFRYCAGACEAAARVYDLGLRRLRQRRRLRRERVRAQPCCRPTAYEDEVSFLDAHSRYHTVHELSARECACV. Result: 0 (no interaction). (2) The miRNA is mmu-miR-344-3p with sequence UGAUCUAGCCAAAGCCUGACUGU. The protein sequence of the target gene is MEADLSGFNIDAPRWDQRTFLGRVKHFLNITDPRTVFVSERELDWAKVMVEKSRMGVVPPGTQVEQLLYAKKLYDSAFHPDTGEKMNVIGRMSFQLPGGMIITGFMLQFYRTMPAVIFWQWVNQSFNALVNYTNRNAASPTSVRQMALSYFTATTTAVATAVGMNMLTKKAPPLVGRWVPFAAVAAANCVNIPMMRQQELIKGICVKDRNENEIGHSRRAAAIGITQVVISRITMSAPGMILLPVIMERLEKLHFMQKVKVLHAPLQVMLSGCFLIFMVPVACGLFPQKCELPVSYLEPK.... Result: 0 (no interaction). (3) The miRNA is hsa-miR-1199-3p with sequence UGCGGCCGGUGCUCAACCUGC. The protein sequence of the target gene is MVAEVCSMPTASTVKKPFDLRSKMGKWCHHRFPCCRGSGKSNMGTSGDHDDSFMKMLRSKMGKCCRHCFPCCRGSGTSNVGTSGDHENSFMKMLRSKMGKWCCHCFPCCRGSGKSNVGAWGDYDHSAFMEPRYHIRREDLDKLHRAAWWGKVPRKDLIVMLRDTDMNKRDKEKRTALHLASANGNSEVVQLLLDRRCQLNVLDNKKRTALIKAIQCQEDECVLMLLEHGADRNIPDEYGNTALHYAIYNEDKLMAKALLLYGADIESKNKCGLTPLLLGVHEQKQQVVKFLIKKKANLNV.... Result: 0 (no interaction). (4) The miRNA is hsa-miR-3135b with sequence GGCUGGAGCGAGUGCAGUGGUG. The protein sequence of the target gene is MAARVAAVRAAAWLLLGAATGLTRGPAAAFTAARSDAGIRAMCSEIILRQEVLKDGFHRDLLIKVKFGESIEDLHTCRLLIKQDIPAGLYVDPYELASLRERNITEAVMVSENFDIEAPNYLSKESEVLIYARRDSQCIDCFQAFLPVHCRYHRPHSEDGEASIVVNNPDLLMFCDQEFPILKCWAHSEVAAPCALENEDICQWNKMKYKSVYKNVILQVPVGLTVHTSLVCSVTLLITILCSTLILVAVFKYGHFSL. Result: 1 (interaction). (5) Result: 1 (interaction). The miRNA is hsa-miR-503-5p with sequence UAGCAGCGGGAACAGUUCUGCAG. The protein sequence of the target gene is MGARGALLLALLLARAGLRKPESQEAAPLSGPCGRRVITSRIVGGEDAELGRWPWQGSLRLWDSHVCGVSLLSHRWALTAAHCFETYSDLSDPSGWMVQFGQLTSMPSFWSLQAYYTRYFVSNIYLSPRYLGNSPYDIALVKLSAPVTYTKHIQPICLQASTFEFENRTDCWVTGWGYIKEDEALPSPHTLQEVQVAIINNSMCNHLFLKYSFRKDIFGDMVCAGNAQGGKDACFGDSGGPLACNKNGLWYQIGVVSWGVGCGRPNRPGVYTNISHHFEWIQKLMAQSGMSQPDPSWPLL....